From a dataset of Forward reaction prediction with 1.9M reactions from USPTO patents (1976-2016). Predict the product of the given reaction. (1) Given the reactants [Cl:1][C:2]1[CH:7]=[CH:6][C:5]([CH:8]2[S:14][CH2:13][C:12]([CH3:15])=[N:11][C:10]3[N:16]([CH3:25])[N:17]=[C:18]([C:19]4[CH:24]=[CH:23][CH:22]=[CH:21][N:20]=4)[C:9]2=3)=[C:4]([CH3:26])[CH:3]=1.C(O)(=O)C.C(O[BH-](OC(=O)C)OC(=O)C)(=O)C.[Na+], predict the reaction product. The product is: [Cl:1][C:2]1[CH:7]=[CH:6][C:5]([CH:8]2[S:14][CH2:13][CH:12]([CH3:15])[NH:11][C:10]3[N:16]([CH3:25])[N:17]=[C:18]([C:19]4[CH:24]=[CH:23][CH:22]=[CH:21][N:20]=4)[C:9]2=3)=[C:4]([CH3:26])[CH:3]=1. (2) Given the reactants [OH:1][CH2:2][C:3]1[O:7][C:6]([CH:8]=[O:9])=[CH:5][CH:4]=1.[CH3:10][S:11](Cl)(=[O:13])=[O:12].C(N(CC)CC)C, predict the reaction product. The product is: [CH3:10][S:11]([O:1][CH2:2][C:3]1[O:7][C:6]([CH:8]=[O:9])=[CH:5][CH:4]=1)(=[O:13])=[O:12].